This data is from Peptide-MHC class II binding affinity with 134,281 pairs from IEDB. The task is: Regression. Given a peptide amino acid sequence and an MHC pseudo amino acid sequence, predict their binding affinity value. This is MHC class II binding data. The peptide sequence is SPDLELSWNLNGLQAY. The MHC is HLA-DQA10101-DQB10501 with pseudo-sequence HLA-DQA10101-DQB10501. The binding affinity (normalized) is 0.594.